From a dataset of Forward reaction prediction with 1.9M reactions from USPTO patents (1976-2016). Predict the product of the given reaction. (1) Given the reactants [Br:1][C:2]1[CH:7]=[C:6](F)[C:5]([N+:9]([O-:11])=[O:10])=[CH:4][C:3]=1[Cl:12].[NH2:13][CH2:14][CH:15]1[CH2:30][CH2:29][CH2:28][C:17]2([O:21][C:20](=[O:22])[N:19]([CH2:23][C:24]([CH3:27])([CH3:26])[CH3:25])[CH2:18]2)[CH2:16]1.C(=O)([O-])[O-].[K+].[K+], predict the reaction product. The product is: [Br:1][C:2]1[C:3]([Cl:12])=[CH:4][C:5]([N+:9]([O-:11])=[O:10])=[C:6]([NH:13][CH2:14][CH:15]2[CH2:30][CH2:29][CH2:28][C:17]3([O:21][C:20](=[O:22])[N:19]([CH2:23][C:24]([CH3:26])([CH3:27])[CH3:25])[CH2:18]3)[CH2:16]2)[CH:7]=1. (2) Given the reactants [CH3:1][O:2][C:3](=[O:37])[C@@H:4]([NH:14][C:15]([C:17]1[S:18][C:19]([C:24](=[O:36])[NH:25][CH2:26][C:27]2[CH:35]=[CH:34][CH:33]=[C:32]3[C:28]=2[CH:29]=[N:30][NH:31]3)=[CH:20][C:21]=1[CH2:22][CH3:23])=[O:16])[CH2:5][NH:6]C(OC(C)(C)C)=O.[C:38]([OH:44])([C:40]([F:43])([F:42])[F:41])=[O:39], predict the reaction product. The product is: [F:41][C:40]([F:43])([F:42])[C:38]([OH:44])=[O:39].[CH3:1][O:2][C:3](=[O:37])[C@@H:4]([NH:14][C:15]([C:17]1[S:18][C:19]([C:24](=[O:36])[NH:25][CH2:26][C:27]2[CH:35]=[CH:34][CH:33]=[C:32]3[C:28]=2[CH:29]=[N:30][NH:31]3)=[CH:20][C:21]=1[CH2:22][CH3:23])=[O:16])[CH2:5][NH2:6]. (3) Given the reactants O=P(Cl)(Cl)[Cl:3].[I:6][C:7]1[CH:8]=[C:9]([C:14]([F:17])([F:16])[F:15])[C:10](O)=[N:11][CH:12]=1, predict the reaction product. The product is: [Cl:3][C:10]1[C:9]([C:14]([F:17])([F:16])[F:15])=[CH:8][C:7]([I:6])=[CH:12][N:11]=1. (4) Given the reactants [NH2:1][C:2]1[N:16]=[CH:15][C:14](Br)=[CH:13][C:3]=1[C:4]([NH:6][C:7]1[CH:12]=[CH:11][N:10]=[CH:9][CH:8]=1)=[O:5].[OH:18][CH2:19][C:20]1[CH:25]=[CH:24][C:23](B(O)O)=[CH:22][CH:21]=1, predict the reaction product. The product is: [NH2:1][C:2]1[N:16]=[CH:15][C:14]([C:23]2[CH:24]=[CH:25][C:20]([CH2:19][OH:18])=[CH:21][CH:22]=2)=[CH:13][C:3]=1[C:4]([NH:6][C:7]1[CH:12]=[CH:11][N:10]=[CH:9][CH:8]=1)=[O:5]. (5) Given the reactants [OH:1][C:2]1[CH:10]=[C:9]([O:11][CH2:12][CH2:13][O:14][N:15]=[C:16]([C:18]2[CH:23]=[CH:22][CH:21]=[CH:20][CH:19]=2)[CH3:17])[CH:8]=[CH:7][C:3]=1[C:4]([OH:6])=[O:5].[C:24]1([C:33]2[CH:38]=[CH:37][CH:36]=[CH:35][CH:34]=2)[CH:29]=[CH:28][C:27]([C:30](Cl)=[O:31])=[CH:26][CH:25]=1, predict the reaction product. The product is: [C:24]1([C:33]2[CH:34]=[CH:35][CH:36]=[CH:37][CH:38]=2)[CH:25]=[CH:26][C:27]([C:30]([O:1][C:2]2[CH:10]=[C:9]([O:11][CH2:12][CH2:13][O:14]/[N:15]=[C:16](/[C:18]3[CH:19]=[CH:20][CH:21]=[CH:22][CH:23]=3)\[CH3:17])[CH:8]=[CH:7][C:3]=2[C:4]([OH:6])=[O:5])=[O:31])=[CH:28][CH:29]=1. (6) Given the reactants [CH3:1][O:2][C:3]1[C:4]([CH3:34])=[C:5]([C:25]([O:32][CH3:33])=[C:26]([O:30][CH3:31])[C:27]=1[O:28][CH3:29])[CH2:6][C:7]1[C:8](OS(C(F)(F)F)(=O)=O)=[C:9]([CH:14]=[CH:15][CH:16]=1)[C:10]([O:12][CH3:13])=[O:11].C(=O)([O-])[O-].[Na+].[Na+].[Cl-].[Li+].B1([C:49]2[CH:54]=[CH:53][CH:52]=[N:51][CH:50]=2)OCCCO1, predict the reaction product. The product is: [CH3:1][O:2][C:3]1[C:4]([CH3:34])=[C:5]([C:25]([O:32][CH3:33])=[C:26]([O:30][CH3:31])[C:27]=1[O:28][CH3:29])[CH2:6][C:7]1[C:8]([C:49]2[CH:50]=[N:51][CH:52]=[CH:53][CH:54]=2)=[C:9]([CH:14]=[CH:15][CH:16]=1)[C:10]([O:12][CH3:13])=[O:11]. (7) The product is: [CH3:1][O:2][C:3](=[O:29])/[CH:4]=[CH:5]/[C:6]1[CH:7]=[C:8]2[C:25](=[CH:26][CH:27]=1)[O:24][C:11]1([CH2:12][CH2:13][N:14]([CH2:17][C:33]3[CH:38]=[CH:37][CH:36]=[CH:35][N:34]=3)[CH2:15][CH2:16]1)[CH2:10][C:9]2=[O:28]. Given the reactants [CH3:1][O:2][C:3](=[O:29])/[CH:4]=[CH:5]/[C:6]1[CH:7]=[C:8]2[C:25](=[CH:26][CH:27]=1)[O:24][C:11]1([CH2:16][CH2:15][N:14]([C:17](OC(C)(C)C)=O)[CH2:13][CH2:12]1)[CH2:10][C:9]2=[O:28].Cl.ClC[C:33]1[CH:38]=[CH:37][CH:36]=[CH:35][N:34]=1, predict the reaction product. (8) Given the reactants [C:1](Cl)(=[O:4])[CH:2]=[CH2:3].OC1C=CC([C:13]([C:22]2[CH:27]=[CH:26][C:25]([OH:28])=[CH:24][CH:23]=2)([C:15]2[CH:20]=[CH:19][C:18]([OH:21])=[CH:17][CH:16]=2)[CH3:14])=CC=1, predict the reaction product. The product is: [C:1]([CH2:14][C:13]([O:21][C:18]1[CH:19]=[CH:20][CH:15]=[CH:16][CH:17]=1)([C:22]1[CH:27]=[CH:26][C:25]([OH:28])=[CH:24][CH:23]=1)[C:15]1[CH:20]=[CH:19][C:18]([OH:21])=[CH:17][CH:16]=1)(=[O:4])[CH:2]=[CH2:3]. (9) Given the reactants [C:1]([O:4][CH2:5][C:6]1([C:12]2[O:13][C:14]([C:25]3[CH:30]=[CH:29][C:28]([O:31][CH3:32])=[CH:27][CH:26]=3)=[C:15]([C:17]3[CH:22]=[CH:21][C:20]([O:23][CH3:24])=[CH:19][CH:18]=3)[N:16]=2)[CH2:11][CH2:10][NH:9][CH2:8][CH2:7]1)(=[O:3])[CH3:2].ClC(Cl)(O[C:37](=[O:43])OC(Cl)(Cl)Cl)Cl.C(N(CC)CC)C.Cl.[CH3:53][NH:54][OH:55], predict the reaction product. The product is: [C:1]([O:4][CH2:5][C:6]1([C:12]2[O:13][C:14]([C:25]3[CH:26]=[CH:27][C:28]([O:31][CH3:32])=[CH:29][CH:30]=3)=[C:15]([C:17]3[CH:22]=[CH:21][C:20]([O:23][CH3:24])=[CH:19][CH:18]=3)[N:16]=2)[CH2:11][CH2:10][N:9]([C:37](=[O:43])[N:54]([OH:55])[CH3:53])[CH2:8][CH2:7]1)(=[O:3])[CH3:2]. (10) The product is: [OH:26][CH2:25][C:24]([NH:23][C:11]([C:7]1[CH:6]=[C:5]2[C:10](=[CH:9][CH:8]=1)[N:2]([CH3:1])[CH:3]=[C:4]2[C:14]1[NH:22][C:17]2=[N:18][CH:19]=[CH:20][CH:21]=[C:16]2[CH:15]=1)=[O:12])([CH2:27][OH:28])[CH3:29]. Given the reactants [CH3:1][N:2]1[C:10]2[C:5](=[CH:6][C:7]([C:11](O)=[O:12])=[CH:8][CH:9]=2)[C:4]([C:14]2[NH:22][C:17]3=[N:18][CH:19]=[CH:20][CH:21]=[C:16]3[CH:15]=2)=[CH:3]1.[NH2:23][C:24]([CH3:29])([CH2:27][OH:28])[CH2:25][OH:26], predict the reaction product.